From a dataset of Catalyst prediction with 721,799 reactions and 888 catalyst types from USPTO. Predict which catalyst facilitates the given reaction. (1) Reactant: C([O:8][C:9]1[C:10]([CH2:16][N:17]2[C:21]3[CH:22]=[C:23]([CH3:27])[CH:24]=[C:25]([CH3:26])[C:20]=3[N:19]=[C:18]2[NH:28][CH2:29][CH2:30][CH2:31][N:32]2[CH2:37][CH2:36][CH2:35][CH2:34][CH2:33]2)=[N:11][C:12]([CH3:15])=[CH:13][CH:14]=1)C1C=CC=CC=1. Product: [CH3:26][C:25]1[C:20]2[N:19]=[C:18]([NH:28][CH2:29][CH2:30][CH2:31][N:32]3[CH2:33][CH2:34][CH2:35][CH2:36][CH2:37]3)[N:17]([CH2:16][C:10]3[C:9]([OH:8])=[CH:14][CH:13]=[C:12]([CH3:15])[N:11]=3)[C:21]=2[CH:22]=[C:23]([CH3:27])[CH:24]=1. The catalyst class is: 19. (2) Reactant: Cl.[NH2:2][C:3]1([C:6]#[N:7])[CH2:5][CH2:4]1.C(N(C(C)C)C(C)C)C.[Cl:17][C:18]1[CH:26]=[CH:25][C:24]([N:27]([CH3:44])[C:28]([C:30]2[N:34]([CH3:35])[N:33]=[C:32]([C:36]([F:39])([F:38])[F:37])[C:31]=2[C:40]([F:43])([F:42])[F:41])=[O:29])=[CH:23][C:19]=1[C:20](Cl)=[O:21]. Product: [Cl:17][C:18]1[CH:26]=[CH:25][C:24]([N:27]([CH3:44])[C:28]([C:30]2[N:34]([CH3:35])[N:33]=[C:32]([C:36]([F:39])([F:37])[F:38])[C:31]=2[C:40]([F:41])([F:42])[F:43])=[O:29])=[CH:23][C:19]=1[C:20](=[O:21])[NH:2][C:3]1([C:6]#[N:7])[CH2:5][CH2:4]1. The catalyst class is: 96. (3) Reactant: O.NN.[CH2:4]([N:11]([C:15]1[CH:23]=[C:22]([O:24][C:25]2[CH:30]=[CH:29][CH:28]=[CH:27][CH:26]=2)[CH:21]=[CH:20][C:16]=1[C:17]([OH:19])=[O:18])C(=O)C)[C:5]1[CH:10]=[CH:9][CH:8]=[CH:7][CH:6]=1.C(O)(=O)C.[Cl-].[Na+]. The catalyst class is: 13. Product: [CH2:4]([NH:11][C:15]1[CH:23]=[C:22]([O:24][C:25]2[CH:30]=[CH:29][CH:28]=[CH:27][CH:26]=2)[CH:21]=[CH:20][C:16]=1[C:17]([OH:19])=[O:18])[C:5]1[CH:6]=[CH:7][CH:8]=[CH:9][CH:10]=1. (4) Reactant: [F:1][C:2]([F:16])([F:15])[C:3]([NH:5][C:6]1[CH:11]=[C:10]([O:12][CH3:13])[CH:9]=[CH:8][C:7]=1[CH3:14])=[O:4].S(Cl)([Cl:20])(=O)=O.O. Product: [Cl:20][C:9]1[C:10]([O:12][CH3:13])=[CH:11][C:6]([NH:5][C:3](=[O:4])[C:2]([F:15])([F:16])[F:1])=[C:7]([CH3:14])[CH:8]=1. The catalyst class is: 22. (5) Reactant: [O:1]=[C:2]1[NH:7][C:6]2[CH:8]=[CH:9][CH:10]=[C:11]([C:12](O)=[O:13])[C:5]=2[O:4][CH2:3]1.COCN.C(N(C(C)C)CC)(C)C.CCCP(=O)=O.[H-].C([Al+]CC(C)C)C(C)C. Product: [O:1]=[C:2]1[NH:7][C:6]2[CH:8]=[CH:9][CH:10]=[C:11]([CH:12]=[O:13])[C:5]=2[O:4][CH2:3]1. The catalyst class is: 866. (6) Reactant: [CH2:1]([OH:6])[CH2:2][C@@H:3]([OH:5])[CH3:4].N1C(C)=CC(C)=CC=1C.[C:16](Cl)(=[O:18])[CH3:17]. Product: [OH:5][CH:3]([CH3:4])[CH2:2][CH2:1][O:6][C:16](=[O:18])[CH3:17]. The catalyst class is: 2. (7) Reactant: [C:1]([O:5][C:6]([N:8]([CH2:14][C:15]1[CH:16]=[C:17]([O:22][CH3:23])[CH:18]=[CH:19][C:20]=1Br)[CH2:9][C:10]([F:13])([F:12])[F:11])=[O:7])([CH3:4])([CH3:3])[CH3:2].[C:24]([O:28][CH3:29])(=[O:27])[CH:25]=[CH2:26].C1(C)C=CC=CC=1P(C1C=CC=CC=1C)C1C=CC=CC=1C.C(N(C(C)C)CC)(C)C. Product: [C:1]([O:5][C:6]([N:8]([CH2:14][C:15]1[CH:16]=[C:17]([O:22][CH3:23])[CH:18]=[CH:19][C:20]=1[CH:26]=[CH:25][C:24]([O:28][CH3:29])=[O:27])[CH2:9][C:10]([F:13])([F:12])[F:11])=[O:7])([CH3:4])([CH3:3])[CH3:2]. The catalyst class is: 524.